Dataset: Peptide-MHC class II binding affinity with 134,281 pairs from IEDB. Task: Regression. Given a peptide amino acid sequence and an MHC pseudo amino acid sequence, predict their binding affinity value. This is MHC class II binding data. The peptide sequence is PNYLALLVKYVDGDG. The MHC is DRB1_1201 with pseudo-sequence DRB1_1201. The binding affinity (normalized) is 0.480.